From a dataset of Peptide-MHC class I binding affinity with 185,985 pairs from IEDB/IMGT. Regression. Given a peptide amino acid sequence and an MHC pseudo amino acid sequence, predict their binding affinity value. This is MHC class I binding data. The peptide sequence is FSDLLRVSL. The MHC is BoLA-JSP.1 with pseudo-sequence BoLA-JSP.1. The binding affinity (normalized) is 0.415.